From a dataset of Catalyst prediction with 721,799 reactions and 888 catalyst types from USPTO. Predict which catalyst facilitates the given reaction. (1) Reactant: [H-].[Al+3].[Li+].[H-].[H-].[H-].[CH3:7][CH:8]([CH3:18])[CH:9]([C:12]1[CH:17]=[CH:16][CH:15]=[CH:14][CH:13]=1)[C:10]#[N:11].CO. Product: [CH3:7][CH:8]([CH3:18])[CH:9]([C:12]1[CH:17]=[CH:16][CH:15]=[CH:14][CH:13]=1)[CH2:10][NH2:11]. The catalyst class is: 27. (2) Reactant: [CH3:1][O:2][C:3]1[CH:8]=[CH:7][C:6]([NH:9][CH:10]([C:14]2[CH:18]=[CH:17][S:16][CH:15]=2)[C:11]([OH:13])=[O:12])=[CH:5][CH:4]=1.[N:19]12[CH2:26][CH2:25][CH:22]([CH2:23][CH2:24]1)[C@@H:21](O)[CH2:20]2.C1CCC(N=C=NC2CCCCC2)CC1.C1C=CC2N(O)N=NC=2C=1. Product: [CH3:1][O:2][C:3]1[CH:4]=[CH:5][C:6]([NH:9][CH:10]([C:14]2[CH:18]=[CH:17][S:16][CH:15]=2)[C:11]([O:13][C@@H:21]2[CH:22]3[CH2:25][CH2:26][N:19]([CH2:24][CH2:23]3)[CH2:20]2)=[O:12])=[CH:7][CH:8]=1. The catalyst class is: 1. (3) Reactant: [F:1][C:2]1[CH:7]=[CH:6][C:5]([CH2:8][N:9]2[C:13]([CH3:14])=[C:12]([C:15]([OH:17])=O)[N:11]=[N:10]2)=[CH:4][CH:3]=1.[CH3:18][O:19][C:20]1[CH:21]=[C:22]([CH:24]=[CH:25][C:26]=1[O:27][CH3:28])[NH2:23].CN(C(ON1N=NC2C=CC=NC1=2)=[N+](C)C)C.F[P-](F)(F)(F)(F)F.CCN(C(C)C)C(C)C. Product: [CH3:18][O:19][C:20]1[CH:21]=[C:22]([NH:23][C:15]([C:12]2[N:11]=[N:10][N:9]([CH2:8][C:5]3[CH:4]=[CH:3][C:2]([F:1])=[CH:7][CH:6]=3)[C:13]=2[CH3:14])=[O:17])[CH:24]=[CH:25][C:26]=1[O:27][CH3:28]. The catalyst class is: 3. (4) Reactant: [F:1][C:2]([F:33])([F:32])[C:3]1[CH:4]=[C:5]([C@H:13]2[O:17][C:16](=[O:18])[N:15]([CH2:19][C:20]3[CH:25]=[C:24]([C:26]([F:29])([F:28])[F:27])[CH:23]=[CH:22][C:21]=3I)[C@H:14]2[CH3:31])[CH:6]=[C:7]([C:9]([F:12])([F:11])[F:10])[CH:8]=1.[CH3:34][O:35][C:36]1[S:37][C:38]([CH3:44])=[CH:39][C:40]=1B(O)O.C(=O)([O-])[O-].[Na+].[Na+]. Product: [F:1][C:2]([F:33])([F:32])[C:3]1[CH:4]=[C:5]([C@H:13]2[O:17][C:16](=[O:18])[N:15]([CH2:19][C:20]3[CH:25]=[C:24]([C:26]([F:29])([F:28])[F:27])[CH:23]=[CH:22][C:21]=3[C:40]3[CH:39]=[C:38]([CH3:44])[S:37][C:36]=3[O:35][CH3:34])[C@H:14]2[CH3:31])[CH:6]=[C:7]([C:9]([F:12])([F:11])[F:10])[CH:8]=1. The catalyst class is: 73. (5) Reactant: [CH2:1]([N:8]1[C:16]2[C:11](=[CH:12][C:13]([NH:17][C:18]3[N:26]=[CH:25][C:24]([CH:27]4[CH2:29][CH2:28]4)=[CH:23][C:19]=3[C:20](O)=[O:21])=[CH:14][CH:15]=2)[CH:10]=[CH:9]1)[C:2]1[CH:7]=[CH:6][CH:5]=[CH:4][CH:3]=1.C(N1C=CN=C1)(N1C=CN=C1)=O.[CH:42]1([S:45]([NH2:48])(=[O:47])=[O:46])[CH2:44][CH2:43]1.N12CCCN=C1CCCCC2.Cl. Product: [CH2:1]([N:8]1[C:16]2[C:11](=[CH:12][C:13]([NH:17][C:18]3[N:26]=[CH:25][C:24]([CH:27]4[CH2:28][CH2:29]4)=[CH:23][C:19]=3[C:20]([NH:48][S:45]([CH:42]3[CH2:44][CH2:43]3)(=[O:47])=[O:46])=[O:21])=[CH:14][CH:15]=2)[CH:10]=[CH:9]1)[C:2]1[CH:7]=[CH:6][CH:5]=[CH:4][CH:3]=1. The catalyst class is: 253. (6) Reactant: [C:1]([CH2:3]Br)#[N:2].[CH:5]12[CH2:14][CH:9]3[CH2:10][CH:11]([CH2:13][CH:7]([CH2:8]3)[C:6]1=[O:15])[CH2:12]2.[Cl-]. Product: [C:6]([O:15][C:6]1([CH2:3][C:1]#[N:2])[CH:7]2[CH2:13][CH:11]3[CH2:10][CH:9]([CH2:14][CH:5]1[CH2:12]3)[CH2:8]2)(=[O:15])[C:5]([CH3:14])=[CH2:12]. The catalyst class is: 11. (7) Reactant: [CH2:1]([CH:4]1[CH2:9][CH2:8][CH:7]([C:10]([OH:12])=[O:11])[CH2:6][CH2:5]1)[CH2:2][CH3:3].[Br:13][CH2:14][C:15]([CH3:19])([CH3:18])[CH2:16]O.C1(C)C=CC(S(O)(=O)=O)=CC=1. Product: [Br:13][CH2:14][C:15]([CH3:19])([CH3:18])[CH2:16][O:11][C:10]([CH:7]1[CH2:8][CH2:9][CH:4]([CH2:1][CH2:2][CH3:3])[CH2:5][CH2:6]1)=[O:12]. The catalyst class is: 11. (8) Reactant: [F:1][C:2]1[CH:7]=[C:6]([C:8]([F:11])([F:10])[F:9])[CH:5]=[CH:4][C:3]=1[CH2:12][C:13]#[N:14].[N:15]([CH2:18][C:19]1[CH:24]=[CH:23][C:22]([O:25][CH3:26])=[CH:21][CH:20]=1)=[N+:16]=[N-:17].C[O-].[Na+]. Product: [F:1][C:2]1[CH:7]=[C:6]([C:8]([F:10])([F:11])[F:9])[CH:5]=[CH:4][C:3]=1[C:12]1[N:17]=[N:16][N:15]([CH2:18][C:19]2[CH:24]=[CH:23][C:22]([O:25][CH3:26])=[CH:21][CH:20]=2)[C:13]=1[NH2:14]. The catalyst class is: 5. (9) Reactant: [CH3:1][S:2]([C:5]1[CH:10]=[CH:9][CH:8]=[CH:7][C:6]=1[OH:11])(=[O:4])=[O:3].[H-].[Na+].[Cl:14][C:15]1[CH:31]=[C:30]([Cl:32])[CH:29]=[CH:28][C:16]=1[CH2:17][NH:18][C:19](=[O:27])[C:20]1[CH:25]=[CH:24][C:23](F)=[N:22][CH:21]=1. Product: [Cl:14][C:15]1[CH:31]=[C:30]([Cl:32])[CH:29]=[CH:28][C:16]=1[CH2:17][NH:18][C:19](=[O:27])[C:20]1[CH:25]=[CH:24][C:23]([O:11][C:6]2[CH:7]=[CH:8][CH:9]=[CH:10][C:5]=2[S:2]([CH3:1])(=[O:3])=[O:4])=[N:22][CH:21]=1. The catalyst class is: 80.